This data is from Forward reaction prediction with 1.9M reactions from USPTO patents (1976-2016). The task is: Predict the product of the given reaction. (1) Given the reactants [NH2:1][C:2]1[CH:9]=[C:8]([Cl:10])[CH:7]=[CH:6][C:3]=1[C:4]#[N:5].[Cl:11]N1C(=O)CCC1=O.CN(C=O)C, predict the reaction product. The product is: [NH2:1][C:2]1[CH:9]=[C:8]([Cl:10])[C:7]([Cl:11])=[CH:6][C:3]=1[C:4]#[N:5]. (2) Given the reactants P(Cl)(Cl)([Cl:3])=O.[F:6][C:7]1[C:37]([F:38])=[CH:36][CH:35]=[CH:34][C:8]=1[CH2:9][N:10]1[C:14]2=[N:15][C:16]([CH3:19])=[CH:17][CH:18]=[C:13]2[C:12]([C:20]2[N:21]=[N:22][C:23]([C:27]([CH3:33])([CH3:32])[C:28]([O:30][CH3:31])=[O:29])=[C:24](O)[N:25]=2)=[N:11]1, predict the reaction product. The product is: [Cl:3][C:24]1[N:25]=[C:20]([C:12]2[C:13]3[C:14](=[N:15][C:16]([CH3:19])=[CH:17][CH:18]=3)[N:10]([CH2:9][C:8]3[CH:34]=[CH:35][CH:36]=[C:37]([F:38])[C:7]=3[F:6])[N:11]=2)[N:21]=[N:22][C:23]=1[C:27]([CH3:33])([CH3:32])[C:28]([O:30][CH3:31])=[O:29]. (3) Given the reactants [NH2:1][C:2]1[C:3]([C:24]([NH2:26])=[O:25])=[N:4][C:5]([C:17]2[CH:22]=[CH:21][CH:20]=[C:19]([OH:23])[CH:18]=2)=[N:6][C:7]=1[NH:8][C:9]1[CH:14]=[CH:13][CH:12]=[CH:11][C:10]=1[O:15][CH3:16].N[C:28]1C(C(OCC)=O)=NC(C2C=CC=C(O)C=2)=NC=1NC1C=CC=CC=1OC.N, predict the reaction product. The product is: [OH:23][C:19]1[CH:18]=[C:17]([C:5]2[N:6]=[C:7]3[C:2]([N:1]=[CH:28][N:8]3[C:9]3[CH:14]=[CH:13][CH:12]=[CH:11][C:10]=3[O:15][CH3:16])=[C:3]([C:24]([NH2:26])=[O:25])[N:4]=2)[CH:22]=[CH:21][CH:20]=1. (4) The product is: [F:36][C:33]1[CH:34]=[CH:35][C:30]([CH2:29][O:1][C:2]2[CH:7]=[CH:6][C:5]([CH2:8][C:9]([NH:11][C:12]3[CH:20]=[C:19]4[C:15]([CH:16]=[N:17][N:18]4[CH2:21][CH2:22][N:23]4[CH2:24][CH2:25][CH2:26][CH2:27]4)=[CH:14][CH:13]=3)=[O:10])=[CH:4][CH:3]=2)=[CH:31][CH:32]=1. Given the reactants [OH:1][C:2]1[CH:7]=[CH:6][C:5]([CH2:8][C:9]([NH:11][C:12]2[CH:20]=[C:19]3[C:15]([CH:16]=[N:17][N:18]3[CH2:21][CH2:22][N:23]3[CH2:27][CH2:26][CH2:25][CH2:24]3)=[CH:14][CH:13]=2)=[O:10])=[CH:4][CH:3]=1.Br[CH2:29][C:30]1[CH:35]=[CH:34][C:33]([F:36])=[CH:32][CH:31]=1.C([O-])([O-])=O.[Cs+].[Cs+], predict the reaction product. (5) Given the reactants [OH:1][C:2]([C:5]1[CH:31]=[CH:30][C:8]([C:9]([NH:11][C:12]2[CH:17]=[C:16]([N:18]3[CH2:23][CH2:22][CH2:21][C@@H:20]([C:24](O)=[O:25])[CH2:19]3)[N:15]3[N:27]=[CH:28][CH:29]=[C:14]3[N:13]=2)=[O:10])=[CH:7][CH:6]=1)([CH3:4])[CH3:3].CN.C[CH2:35][N:36]=C=NCCCN(C)C.C1C=CC2N(O)N=NC=2C=1, predict the reaction product. The product is: [OH:1][C:2]([C:5]1[CH:6]=[CH:7][C:8]([C:9]([NH:11][C:12]2[CH:17]=[C:16]([N:18]3[CH2:23][CH2:22][CH2:21][C@@H:20]([C:24]([NH:36][CH3:35])=[O:25])[CH2:19]3)[N:15]3[N:27]=[CH:28][CH:29]=[C:14]3[N:13]=2)=[O:10])=[CH:30][CH:31]=1)([CH3:3])[CH3:4]. (6) Given the reactants [NH2:1][C:2]1[CH:7]=[CH:6][C:5]([N:8]2[CH2:13][CH2:12][CH:11]([N:14]3[CH2:19][CH2:18][CH2:17][CH:16]([OH:20])[CH2:15]3)[CH2:10][CH2:9]2)=[CH:4][C:3]=1[O:21][CH3:22].Cl[C:24]1[N:32]=[C:31]2[C:27]([N:28]=[CH:29][N:30]2C2CCCCO2)=[C:26]([NH:39][CH:40]2[CH2:45][CH2:44][CH2:43][CH2:42][CH2:41]2)[N:25]=1, predict the reaction product. The product is: [CH:40]1([NH:39][C:26]2[N:25]=[C:24]([NH:1][C:2]3[CH:7]=[CH:6][C:5]([N:8]4[CH2:13][CH2:12][CH:11]([N:14]5[CH2:19][CH2:18][CH2:17][CH:16]([OH:20])[CH2:15]5)[CH2:10][CH2:9]4)=[CH:4][C:3]=3[O:21][CH3:22])[N:32]=[C:31]3[C:27]=2[N:28]=[CH:29][NH:30]3)[CH2:41][CH2:42][CH2:43][CH2:44][CH2:45]1. (7) Given the reactants CC(C)([O-])C.[K+].[CH3:7][CH2:8][CH2:9][CH:10](P(OCC)(OCC)=O)[C:11]([O:13][CH2:14][CH3:15])=[O:12].[Si]([O:31][CH2:32][CH:33]1[CH2:38][CH2:37][CH2:36][N:35]([C:39]2[CH:46]=[CH:45][CH:44]=[CH:43][C:40]=2[CH:41]=O)[CH2:34]1)(C(C)(C)C)(C)C.Cl.[H][H].[F-].C([N+](CCCC)(CCCC)CCCC)CCC, predict the reaction product. The product is: [OH:31][CH2:32][CH:33]1[CH2:38][CH2:37][CH2:36][N:35]([C:39]2[CH:46]=[CH:45][CH:44]=[CH:43][C:40]=2[CH2:41][CH:10]([CH2:9][CH2:8][CH3:7])[C:11]([O:13][CH2:14][CH3:15])=[O:12])[CH2:34]1. (8) Given the reactants N1C2C(=NC=CC=2)N([N:10]2[C:14](/[CH:15]=[C:16]3\[C:17](=[O:26])[NH:18][C:19]4[C:24]\3=[CH:23][C:22]([F:25])=[CH:21][CH:20]=4)=[C:13]([CH3:27])[C:12]([C:28]([O-:30])=O)=[C:11]2[CH3:31])N=1.CO.[CH3:34][N:35]([CH:37]=O)C, predict the reaction product. The product is: [NH:35]1[CH2:37][CH2:31][CH:11]([NH:10][C:28]([C:12]2[C:13]([CH3:27])=[C:14](/[CH:15]=[C:16]3\[C:17](=[O:26])[NH:18][C:19]4[C:24]\3=[CH:23][C:22]([F:25])=[CH:21][CH:20]=4)[NH:10][C:11]=2[CH3:31])=[O:30])[CH2:12][CH2:34]1. (9) Given the reactants [F:1][C:2]([F:24])([F:23])[C:3]1[N:4]=[CH:5][C:6]([NH:9][C@H:10]2[CH2:14][CH2:13][CH2:12][C@@H:11]2[NH:15]C(=O)OC(C)(C)C)=[N:7][CH:8]=1.BrN1C(=O)CCC1=O.[ClH:33].O1CCOCC1, predict the reaction product. The product is: [ClH:33].[Cl:33][C:5]1[C:6]([NH:9][C@H:10]2[CH2:14][CH2:13][CH2:12][C@@H:11]2[NH2:15])=[N:7][CH:8]=[C:3]([C:2]([F:24])([F:23])[F:1])[N:4]=1. (10) Given the reactants [NH2:1][C:2]1[CH:3]=[CH:4][C:5]([O:12][CH:13]([C:24]2[CH:29]=[CH:28][C:27]([C:30]([F:33])([F:32])[F:31])=[CH:26][CH:25]=2)[C:14]2[CH:19]=[CH:18][C:17]([C:20]([F:23])([F:22])[F:21])=[CH:16][CH:15]=2)=[C:6]([CH:11]=1)[C:7]([O:9][CH3:10])=[O:8].[CH3:34][O:35][C:36]1[CH:37]=[C:38]([N:44]=[C:45]=[O:46])[CH:39]=[CH:40][C:41]=1[O:42][CH3:43], predict the reaction product. The product is: [F:33][C:30]([F:31])([F:32])[C:27]1[CH:28]=[CH:29][C:24]([CH:13]([C:14]2[CH:15]=[CH:16][C:17]([C:20]([F:21])([F:22])[F:23])=[CH:18][CH:19]=2)[O:12][C:5]2[CH:4]=[CH:3][C:2]([NH:1][C:45]([NH:44][C:38]3[CH:39]=[CH:40][C:41]([O:42][CH3:43])=[C:36]([O:35][CH3:34])[CH:37]=3)=[O:46])=[CH:11][C:6]=2[C:7]([O:9][CH3:10])=[O:8])=[CH:25][CH:26]=1.